From a dataset of Retrosynthesis with 50K atom-mapped reactions and 10 reaction types from USPTO. Predict the reactants needed to synthesize the given product. (1) Given the product NC(=O)c1[nH]cc(N)c1-c1ccc(NC(=O)Nc2cc(C(F)(F)F)ccc2F)cc1, predict the reactants needed to synthesize it. The reactants are: CC(C)(C)OC(=O)Nc1c[nH]c(C(N)=O)c1-c1ccc(NC(=O)Nc2cc(C(F)(F)F)ccc2F)cc1. (2) Given the product NC(=O)[C@H]1OC[C@@H](Oc2nc3nc(-c4ccc(-c5ccccc5)cc4)c(Cl)cc3[nH]2)[C@@H]1O, predict the reactants needed to synthesize it. The reactants are: CCN(CC)CC.O=C(O)[C@H]1OC[C@@H](Oc2nc3nc(-c4ccc(-c5ccccc5)cc4)c(Cl)cc3[nH]2)[C@@H]1O. (3) Given the product CCN(CC)C(=O)Nc1ccc(S(=O)(=O)N2C(=O)C(N)(c3ccccc3)c3c2ccc(Cl)c3Cl)cc1, predict the reactants needed to synthesize it. The reactants are: CCN(CC)C(=O)Nc1ccc(S(=O)(=O)Cl)cc1.NC1(c2ccccc2)C(=O)Nc2ccc(Cl)c(Cl)c21. (4) Given the product COc1cccc2c1[nH]c(=O)n2CCCC(C)(C)NCC(O)c1cc(O)cc2c1OCC(=O)N2, predict the reactants needed to synthesize it. The reactants are: COc1cccc2c1[nH]c(=O)n2CCCC(C)(C)NCC(O)c1cc(OCc2ccccc2)cc2c1OCC(=O)N2. (5) Given the product CC(=O)Nc1cc(-c2nc(-c3ccccc3Cl)c(NC(C)=O)s2)ccn1, predict the reactants needed to synthesize it. The reactants are: CC(=O)Nc1cc(-c2nc(-c3ccccc3Cl)c(N)s2)ccn1.CC(=O)OC(C)=O. (6) Given the product COC(=O)N[C@H](C(=O)N1CCC[C@H]1c1nc(-c2ccc(-c3ccc(NC(=O)c4ccc(N5CCN(C(=O)[C@H]6CC6(C)C)C[C@H]5C)nc4)cc3F)c(F)c2)c[nH]1)C(C)C, predict the reactants needed to synthesize it. The reactants are: COC(=O)N[C@H](C(=O)N1CCC[C@H]1c1nc(-c2ccc(-c3ccc(N)cc3F)c(F)c2)c[nH]1)C(C)C.C[C@@H]1CN(C(=O)[C@H]2CC2(C)C)CCN1c1ccc(C(=O)O)cn1. (7) Given the product CSC(=N[N+](=O)[O-])N(C)C(C)=O, predict the reactants needed to synthesize it. The reactants are: CC(=O)OC(C)=O.CNC(=N[N+](=O)[O-])SC.